From a dataset of Peptide-MHC class II binding affinity with 134,281 pairs from IEDB. Regression. Given a peptide amino acid sequence and an MHC pseudo amino acid sequence, predict their binding affinity value. This is MHC class II binding data. The peptide sequence is SAHGSGREVIDAMCH. The MHC is DRB1_0901 with pseudo-sequence DRB1_0901. The binding affinity (normalized) is 0.342.